This data is from Full USPTO retrosynthesis dataset with 1.9M reactions from patents (1976-2016). The task is: Predict the reactants needed to synthesize the given product. Given the product [Cl:23][C:12]1[C:13]([OH:15])=[CH:14][C:9]([OH:8])=[C:10]([C:24]2[O:28][N:27]=[C:26]([C:29](=[O:33])[NH:30][CH2:31][CH3:32])[C:25]=2[C:34]2[O:38][N:37]=[C:36]([C:39]([O:41][CH2:42][CH3:43])=[O:40])[CH:35]=2)[CH:11]=1, predict the reactants needed to synthesize it. The reactants are: C([O:8][C:9]1[CH:14]=[C:13]([O:15]CC2C=CC=CC=2)[C:12]([Cl:23])=[CH:11][C:10]=1[C:24]1[O:28][N:27]=[C:26]([C:29](=[O:33])[NH:30][CH2:31][CH3:32])[C:25]=1[C:34]1[O:38][N:37]=[C:36]([C:39]([O:41][CH2:42][CH3:43])=[O:40])[CH:35]=1)C1C=CC=CC=1.B(Cl)(Cl)Cl.